Dataset: Reaction yield outcomes from USPTO patents with 853,638 reactions. Task: Predict the reaction yield, written as a fraction of the theoretical maximum amount of product (1.0 means a 100% yield; for example, 0.34 means a 34% yield). The product is [OH:15][C:5]1[CH:4]=[C:3]([CH:1]2[C:23]([C:24]3[CH:29]=[CH:28][CH:27]=[CH:26][CH:25]=3)=[C:22]([C:16]3[CH:21]=[CH:20][CH:19]=[CH:18][CH:17]=3)[NH:34][C:32](=[O:33])[NH:31]2)[CH:12]=[C:11]([O:13][CH3:14])[C:6]=1[C:7]([OH:9])=[O:8]. The yield is 0.100. The reactants are [CH:1]([C:3]1[CH:12]=[C:11]([O:13][CH3:14])[C:6]([C:7]([O:9]C)=[O:8])=[C:5]([OH:15])[CH:4]=1)=O.[C:16]1([C:22](=O)[CH2:23][C:24]2[CH:29]=[CH:28][CH:27]=[CH:26][CH:25]=2)[CH:21]=[CH:20][CH:19]=[CH:18][CH:17]=1.[NH2:31][C:32]([NH2:34])=[O:33].Cl. The catalyst is CCO.